This data is from Full USPTO retrosynthesis dataset with 1.9M reactions from patents (1976-2016). The task is: Predict the reactants needed to synthesize the given product. (1) Given the product [N:15]1([CH2:14][C@H:13]([C:20]2[CH:25]=[CH:24][CH:23]=[CH:22][CH:21]=2)[O:12][C:11]2[CH:10]=[CH:9][C:8]3[C:7](=[O:26])[CH2:6][CH2:5][CH2:4][C:3]=3[C:2]=2[NH:1][C:33]([C:28]2[CH:29]=[CH:30][CH:31]=[CH:32][N:27]=2)=[O:34])[CH:19]=[CH:18][N:17]=[CH:16]1, predict the reactants needed to synthesize it. The reactants are: [NH2:1][C:2]1[C:11]([O:12][C@@H:13]([C:20]2[CH:25]=[CH:24][CH:23]=[CH:22][CH:21]=2)[CH2:14][N:15]2[CH:19]=[CH:18][N:17]=[CH:16]2)=[CH:10][CH:9]=[C:8]2[C:3]=1[CH2:4][CH2:5][CH2:6][C:7]2=[O:26].[N:27]1[CH:32]=[CH:31][CH:30]=[CH:29][C:28]=1[C:33](O)=[O:34].C1C=CC2N(O)N=NC=2C=1.CN1CCOCC1.CCN=C=NCCCN(C)C.Cl. (2) Given the product [C:35]([C:37]1[CH:38]=[CH:39][C:40]([CH:43]2[N:48]([CH2:49][C:50]([OH:52])=[O:51])[C:47](=[O:54])[N:46]([C:55]3[CH:60]=[CH:59][CH:58]=[C:57]([C:61]([F:64])([F:62])[F:63])[CH:56]=3)[C:45]3[CH2:65][C:66]([CH3:71])([CH3:70])[NH:67][C:68](=[O:69])[C:44]2=3)=[CH:41][CH:42]=1)#[N:36], predict the reactants needed to synthesize it. The reactants are: C(C1C=CC(C2N(CC(O)=O)C(=O)N(C3C=CC=C(C(F)(F)F)C=3)C3CCNC(=O)C2=3)=CC=1)#N.[C:35]([C:37]1[CH:42]=[CH:41][C:40]([CH:43]2[N:48]([CH2:49][C:50]([O:52]C)=[O:51])[C:47](=[O:54])[N:46]([C:55]3[CH:60]=[CH:59][CH:58]=[C:57]([C:61]([F:64])([F:63])[F:62])[CH:56]=3)[C:45]3[CH2:65][C:66]([CH3:71])([CH3:70])[NH:67][C:68](=[O:69])[C:44]2=3)=[CH:39][CH:38]=1)#[N:36]. (3) Given the product [CH:29]1([NH:34][C:2]2[CH:7]=[C:6]([C:8]3[C:9]([C:17]4[N:18]=[C:19]([CH3:22])[S:20][CH:21]=4)=[N:10][N:11]4[CH:16]=[CH:15][CH:14]=[CH:13][C:12]=34)[CH:5]=[CH:4][N:3]=2)[CH2:33][CH2:32][CH2:31][CH2:30]1, predict the reactants needed to synthesize it. The reactants are: F[C:2]1[CH:7]=[C:6]([C:8]2[C:9]([C:17]3[N:18]=[C:19]([CH3:22])[S:20][CH:21]=3)=[N:10][N:11]3[CH:16]=[CH:15][CH:14]=[CH:13][C:12]=23)[CH:5]=[CH:4][N:3]=1.C(=O)([O-])[O-].[K+].[K+].[CH:29]1([NH2:34])[CH2:33][CH2:32][CH2:31][CH2:30]1. (4) Given the product [CH:16]1([NH:15][S:12]([C:4]2[C:5]3[N:6]=[CH:7][CH:8]=[N:9][C:10]=3[CH:11]=[C:2]([C:26]3[C:22]([CH3:21])=[N:23][O:24][C:25]=3[CH3:36])[CH:3]=2)(=[O:14])=[O:13])[CH2:20][CH2:19][CH2:18][CH2:17]1, predict the reactants needed to synthesize it. The reactants are: Cl[C:2]1[CH:3]=[C:4]([S:12]([NH:15][CH:16]2[CH2:20][CH2:19][CH2:18][CH2:17]2)(=[O:14])=[O:13])[C:5]2[N:6]=[CH:7][CH:8]=[N:9][C:10]=2[CH:11]=1.[CH3:21][C:22]1[C:26](B2OC(C)(C)C(C)(C)O2)=[C:25]([CH3:36])[O:24][N:23]=1.C(=O)([O-])[O-].[Cs+].[Cs+].C(COC)OC. (5) Given the product [Br:1][C:2]1[C:3]([F:11])=[C:4]([CH:8]=[CH:9][CH:10]=1)[C:5]([O:7][CH3:12])=[O:6], predict the reactants needed to synthesize it. The reactants are: [Br:1][C:2]1[C:3]([F:11])=[C:4]([CH:8]=[CH:9][CH:10]=1)[C:5]([OH:7])=[O:6].[CH3:12]OC(OC)OC.C1(C)C=CC(S(O)(=O)=O)=CC=1.